Dataset: CYP3A4 inhibition data for predicting drug metabolism from PubChem BioAssay. Task: Regression/Classification. Given a drug SMILES string, predict its absorption, distribution, metabolism, or excretion properties. Task type varies by dataset: regression for continuous measurements (e.g., permeability, clearance, half-life) or binary classification for categorical outcomes (e.g., BBB penetration, CYP inhibition). Dataset: cyp3a4_veith. (1) The drug is Cn1c(=O)c2c(ncn2CN2CCN(Cn3cnc4c3c(=O)n(C)c(=O)n4C)CC2)n(C)c1=O. The result is 0 (non-inhibitor). (2) The molecule is O=S(=O)(c1ccccc1)N1CCC2(CCCN(c3ccccn3)C2)CC1. The result is 1 (inhibitor). (3) The molecule is CCNc1ncc2nc(CCc3ccccc3)c(=O)n(C3CC3)c2n1. The result is 1 (inhibitor). (4) The drug is C/C(=N\NC(=O)c1ccccc1C)c1ccc(NC(=O)c2cccs2)cc1. The result is 0 (non-inhibitor). (5) The drug is CSc1ccc2nnc(-c3cccc(F)c3)n2n1. The result is 0 (non-inhibitor). (6) The compound is O=C(O)c1ccccc1NCn1c(=S)sc2ccccc21. The result is 0 (non-inhibitor). (7) The compound is CCOC(=O)CC1=C(C(=O)OCC)C2(C(=O)N1CC(=O)OC)C(C#N)=C(N)Oc1ccccc12. The result is 1 (inhibitor). (8) The molecule is CCN1CC=C2C(C#N)=C(N)C(C#N)(C#N)[C@H](c3ccoc3)[C@H]2C1. The result is 1 (inhibitor). (9) The drug is Cc1ccc(Sc2nc(-c3ccccc3)ccc2C#N)cc1. The result is 1 (inhibitor).